This data is from Catalyst prediction with 721,799 reactions and 888 catalyst types from USPTO. The task is: Predict which catalyst facilitates the given reaction. (1) Reactant: [C:1](OC(OC(OC(C)(C)C)=O)=O)(OC(C)(C)C)=[O:2].[F:19][C:20]([F:34])([F:33])[C:21]1[CH:22]=[CH:23][C:24]([N:27]2[CH2:31][CH2:30][C@@H:29]([NH2:32])[CH2:28]2)=[N:25][CH:26]=1.[NH2:35][C:36]1[CH:45]=[CH:44][CH:43]=[C:42]2[C:37]=1[CH:38]=[CH:39][N:40]=[CH:41]2. Product: [CH:41]1[C:42]2[C:37](=[C:36]([NH:35][C:1]([NH:32][C@@H:29]3[CH2:30][CH2:31][N:27]([C:24]4[CH:23]=[CH:22][C:21]([C:20]([F:19])([F:33])[F:34])=[CH:26][N:25]=4)[CH2:28]3)=[O:2])[CH:45]=[CH:44][CH:43]=2)[CH:38]=[CH:39][N:40]=1. The catalyst class is: 2. (2) Reactant: [OH-].[Li+].[F:3][CH:4]([F:25])[C:5]1[CH:10]=[CH:9][C:8](/[CH:11]=[CH:12]/[C:13]([O:15]CC)=[O:14])=[C:7]([CH2:18][N:19]2[N:23]=[N:22][C:21]([CH3:24])=[N:20]2)[CH:6]=1. Product: [F:25][CH:4]([F:3])[C:5]1[CH:10]=[CH:9][C:8](/[CH:11]=[CH:12]/[C:13]([OH:15])=[O:14])=[C:7]([CH2:18][N:19]2[N:23]=[N:22][C:21]([CH3:24])=[N:20]2)[CH:6]=1. The catalyst class is: 90.